This data is from Reaction yield outcomes from USPTO patents with 853,638 reactions. The task is: Predict the reaction yield, written as a fraction of the theoretical maximum amount of product (1.0 means a 100% yield; for example, 0.34 means a 34% yield). (1) The reactants are [C:1]([O:4][CH:5]([CH2:12][CH2:13][CH2:14][CH2:15][CH2:16][CH2:17][OH:18])[CH2:6][CH2:7][CH2:8][CH2:9][C:10]#[CH:11])(=[O:3])[CH3:2].C1C=C[NH+]=CC=1.[O-][Cr](Cl)(=O)=O. The catalyst is C(Cl)Cl. The product is [C:1]([O:4][CH:5]([CH2:12][CH2:13][CH2:14][CH2:15][CH2:16][CH:17]=[O:18])[CH2:6][CH2:7][CH2:8][CH2:9][C:10]#[CH:11])(=[O:3])[CH3:2]. The yield is 0.820. (2) The reactants are [NH2:1][C:2]1[CH:3]=[C:4]([C:8]2[S:12][C:11]([C:13]3[CH:14]=[C:15]4[C:19](=[CH:20][CH:21]=3)[C:18](=[O:22])[N:17]([CH3:23])[CH:16]4[CH3:24])=[CH:10][CH:9]=2)[CH:5]=[N:6][CH:7]=1.[F:25][C:26]1[CH:31]=[C:30]([F:32])[CH:29]=[CH:28][C:27]=1[S:33](Cl)(=[O:35])=[O:34]. No catalyst specified. The product is [CH3:23][N:17]1[CH:16]([CH3:24])[C:15]2[C:19](=[CH:20][CH:21]=[C:13]([C:11]3[S:12][C:8]([C:4]4[CH:3]=[C:2]([NH:1][S:33]([C:27]5[CH:28]=[CH:29][C:30]([F:32])=[CH:31][C:26]=5[F:25])(=[O:35])=[O:34])[CH:7]=[N:6][CH:5]=4)=[CH:9][CH:10]=3)[CH:14]=2)[C:18]1=[O:22]. The yield is 0.190.